From a dataset of Peptide-MHC class II binding affinity with 134,281 pairs from IEDB. Regression. Given a peptide amino acid sequence and an MHC pseudo amino acid sequence, predict their binding affinity value. This is MHC class II binding data. (1) The peptide sequence is HENHGLKTRQEKWMT. The MHC is DRB1_0404 with pseudo-sequence DRB1_0404. The binding affinity (normalized) is 0.251. (2) The peptide sequence is IPIQLLPNTLVFQAK. The MHC is DRB1_0404 with pseudo-sequence DRB1_0404. The binding affinity (normalized) is 0.988.